From a dataset of Forward reaction prediction with 1.9M reactions from USPTO patents (1976-2016). Predict the product of the given reaction. (1) Given the reactants [Br:1][C:2]1[CH:3]=[C:4]([O:15][CH3:16])[C:5]([Cl:14])=[C:6]([CH:13]=1)[C:7](N(OC)C)=[O:8].C(O[C:20]1[CH:25]=[CH:24][C:23]([Mg]Br)=[CH:22][CH:21]=1)C.[CH2:28]1COC[CH2:29]1, predict the reaction product. The product is: [Br:1][C:2]1[CH:3]=[C:4]([O:15][CH3:16])[C:5]([Cl:14])=[C:6]([C:7]([C:20]2[CH:21]=[CH:22][C:23]([CH2:28][CH3:29])=[CH:24][CH:25]=2)=[O:8])[CH:13]=1. (2) Given the reactants [N:1]1[O:2][N:3]=[C:4]2[CH:9]=[C:8]([CH:10]=O)[CH:7]=[CH:6][C:5]=12.[CH2:12]1[C:17](=O)[CH2:16][C:14](=[O:15])[CH2:13]1.[NH2:19][C:20]1[N:24]([CH3:25])[NH:23][C:22](=[O:26])[CH:21]=1, predict the reaction product. The product is: [N:1]1[O:2][N:3]=[C:4]2[CH:9]=[C:8]([CH:10]3[C:21]4[C:22](=[O:26])[NH:23][N:24]([CH3:25])[C:20]=4[NH:19][C:17]4[CH2:12][CH2:13][C:14](=[O:15])[C:16]3=4)[CH:7]=[CH:6][C:5]=12. (3) Given the reactants [Cl:1][C:2]1[CH:10]=[C:9]2[C:5]([C:6]([C:11]([N:13]3[CH2:18][CH2:17][CH:16]([C:19]4[CH:24]=[CH:23][CH:22]=[CH:21][C:20]=4[O:25][C:26]([F:29])([F:28])[F:27])[CH2:15][CH2:14]3)=[O:12])=[CH:7][NH:8]2)=[CH:4][CH:3]=1.Cl[CH2:31][C:32]([N:34]([CH3:36])[CH3:35])=[O:33], predict the reaction product. The product is: [Cl:1][C:2]1[CH:10]=[C:9]2[C:5]([C:6]([C:11]([N:13]3[CH2:18][CH2:17][CH:16]([C:19]4[CH:24]=[CH:23][CH:22]=[CH:21][C:20]=4[O:25][C:26]([F:27])([F:28])[F:29])[CH2:15][CH2:14]3)=[O:12])=[CH:7][N:8]2[CH2:31][C:32]([N:34]([CH3:36])[CH3:35])=[O:33])=[CH:4][CH:3]=1.